This data is from Full USPTO retrosynthesis dataset with 1.9M reactions from patents (1976-2016). The task is: Predict the reactants needed to synthesize the given product. (1) Given the product [OH:23][CH2:22][CH2:24][NH:25][C:3]([C:5]1[NH:6][N:7]=[C:8]([O:10][CH2:11][C:12]2[C:13]([CH2:18][CH2:19][CH2:20][CH3:21])=[N:14][O:15][C:16]=2[CH3:17])[CH:9]=1)=[O:4], predict the reactants needed to synthesize it. The reactants are: CO[C:3]([C:5]1[NH:6][N:7]=[C:8]([O:10][CH2:11][C:12]2[C:13]([CH2:18][CH2:19][CH2:20][CH3:21])=[N:14][O:15][C:16]=2[CH3:17])[CH:9]=1)=[O:4].[CH2:22]([CH2:24][NH2:25])[OH:23]. (2) Given the product [NH2:1][C:2]1[N:7]=[C:6]([O:29][CH2:28][C:19]2[CH:20]=[CH:21][C:22]3[C:27](=[CH:26][CH:25]=[CH:24][CH:23]=3)[CH:18]=2)[C:5]([C:11]#[N:12])=[C:4]([N:13]2[CH:17]=[CH:16][CH:15]=[N:14]2)[N:3]=1, predict the reactants needed to synthesize it. The reactants are: [NH2:1][C:2]1[N:7]=[C:6](S(C)=O)[C:5]([C:11]#[N:12])=[C:4]([N:13]2[CH:17]=[CH:16][CH:15]=[N:14]2)[N:3]=1.[CH:18]1[C:27]2[C:22](=[CH:23][CH:24]=[CH:25][CH:26]=2)[CH:21]=[CH:20][C:19]=1[CH2:28][OH:29].C1CCN2C(=NCCC2)CC1. (3) Given the product [CH3:1][CH2:2][CH2:3][CH2:4][CH2:5][CH2:6][CH2:7][CH2:8][C:9]1[CH:14]=[CH:13][C:12]([CH2:15][CH2:16][C:17]([NH2:22])([CH2:18][OH:19])[CH2:20][OH:21])=[CH:11][CH:10]=1.[ClH:23].[C:24]([O-:28])(=[O:27])[CH2:25][CH3:26], predict the reactants needed to synthesize it. The reactants are: [CH3:1][CH2:2][CH2:3][CH2:4][CH2:5][CH2:6][CH2:7][CH2:8][C:9]1[CH:10]=[CH:11][C:12]([CH2:15][CH2:16][C:17]([NH2:22])([CH2:20][OH:21])[CH2:18][OH:19])=[CH:13][CH:14]=1.[ClH:23].[C:24]([OH:28])(=[O:27])[CH2:25][CH3:26]. (4) The reactants are: [H-].[Na+].[O:3]=[C:4]1[N:9]([C:10]2[CH:15]=[CH:14][CH:13]=[C:12]([C:16]([F:19])([F:18])[F:17])[CH:11]=2)[C:8]2[CH2:20][CH2:21][C:22](=[O:23])[C:7]=2[C@@H:6]([C:24]2[CH:31]=[CH:30][C:27]([C:28]#[N:29])=[CH:26][C:25]=2[S:32]([CH3:35])(=[O:34])=[O:33])[NH:5]1.[CH3:36][S:37](Cl)(=[O:39])=[O:38].O. Given the product [CH3:35][S:32]([C:25]1[CH:26]=[C:27]([CH:30]=[CH:31][C:24]=1[CH:6]1[N:5]([S:37]([CH3:36])(=[O:39])=[O:38])[C:4](=[O:3])[N:9]([C:10]2[CH:15]=[CH:14][CH:13]=[C:12]([C:16]([F:19])([F:17])[F:18])[CH:11]=2)[C:8]2[CH2:20][CH2:21][C:22](=[O:23])[C:7]1=2)[C:28]#[N:29])(=[O:33])=[O:34], predict the reactants needed to synthesize it. (5) Given the product [Cl:22][C:18]1[CH:17]=[C:16]([C:10]2[CH:11]=[C:12]([C:13]3[N:24]=[CH:26][NH:32][N:15]=3)[N:8]([C:3]3[CH:4]=[CH:5][CH:6]=[CH:7][C:2]=3[Cl:1])[N:9]=2)[CH:21]=[CH:20][N:19]=1, predict the reactants needed to synthesize it. The reactants are: [Cl:1][C:2]1[CH:7]=[CH:6][CH:5]=[CH:4][C:3]=1[N:8]1[C:12]([C:13]([NH2:15])=O)=[CH:11][C:10]([C:16]2[CH:21]=[CH:20][N:19]=[C:18]([Cl:22])[CH:17]=2)=[N:9]1.C[N:24]([CH:26](OC)OC)C.O.[NH2:32]N. (6) Given the product [NH2:24][C:20]1[CH:19]=[C:18]([CH:23]=[CH:22][CH:21]=1)[CH2:17][N:16]1[C:10]2[CH:9]=[C:8]([NH:7][C:4]3[CH:5]=[CH:6][N:2]([CH3:1])[N:3]=3)[N:13]=[CH:12][C:11]=2[CH:14]=[N:15]1, predict the reactants needed to synthesize it. The reactants are: [CH3:1][N:2]1[CH:6]=[CH:5][C:4]([NH:7][C:8]2[N:13]=[CH:12][C:11]3[CH:14]=[N:15][N:16]([CH2:17][C:18]4[CH:23]=[CH:22][CH:21]=[C:20]([N+:24]([O-])=O)[CH:19]=4)[C:10]=3[CH:9]=2)=[N:3]1.Cl.[H][H]. (7) Given the product [C:17]([O:21][C:22](=[O:30])[NH:23][CH:24]1[CH2:29][CH2:28][N:27]([CH2:14][CH2:13][N:10]2[C:11]3[C:6](=[CH:5][CH:4]=[C:3]([O:2][CH3:1])[CH:12]=3)[CH:7]=[CH:8][C:9]2=[O:16])[CH2:26][CH2:25]1)([CH3:20])([CH3:18])[CH3:19], predict the reactants needed to synthesize it. The reactants are: [CH3:1][O:2][C:3]1[CH:12]=[C:11]2[C:6]([CH:7]=[CH:8][C:9](=[O:16])[N:10]2[CH2:13][CH:14]=O)=[CH:5][CH:4]=1.[C:17]([O:21][C:22](=[O:30])[NH:23][CH:24]1[CH2:29][CH2:28][NH:27][CH2:26][CH2:25]1)([CH3:20])([CH3:19])[CH3:18].C(O[BH-](OC(=O)C)OC(=O)C)(=O)C.[Na+].C(=O)([O-])O.[Na+].